This data is from Reaction yield outcomes from USPTO patents with 853,638 reactions. The task is: Predict the reaction yield, written as a fraction of the theoretical maximum amount of product (1.0 means a 100% yield; for example, 0.34 means a 34% yield). (1) The reactants are [Cl:1][C:2]1[C:3]([F:12])=[C:4]([CH:8]=[CH:9][C:10]=1[F:11])[C:5]([OH:7])=[O:6].OS(O)(=O)=O.[N+:18]([O-])([OH:20])=[O:19]. No catalyst specified. The product is [Cl:1][C:2]1[C:3]([F:12])=[C:4]([CH:8]=[C:9]([N+:18]([O-:20])=[O:19])[C:10]=1[F:11])[C:5]([OH:7])=[O:6]. The yield is 0.950. (2) The reactants are [F:1][C:2]1[CH:7]=[CH:6][C:5]([C:8]2[O:9][C:10]3[CH:20]=[CH:19][C:18]([C:21]4[CH:22]=[C:23]([CH:27]=[CH:28][CH:29]=4)[C:24](O)=[O:25])=[CH:17][C:11]=3[C:12]=2[C:13](=[O:16])[NH:14][CH3:15])=[CH:4][CH:3]=1.CCN=C=NCCCN(C)C.Cl.[CH3:42][S:43]([NH2:46])(=[O:45])=[O:44]. The catalyst is CN(C1C=CN=CC=1)C.CN(C=O)C. The product is [F:1][C:2]1[CH:7]=[CH:6][C:5]([C:8]2[O:9][C:10]3[CH:20]=[CH:19][C:18]([C:21]4[CH:29]=[CH:28][CH:27]=[C:23]([C:24](=[O:25])[NH:46][S:43]([CH3:42])(=[O:45])=[O:44])[CH:22]=4)=[CH:17][C:11]=3[C:12]=2[C:13]([NH:14][CH3:15])=[O:16])=[CH:4][CH:3]=1. The yield is 0.720. (3) The reactants are [O:1]=[C:2]1[NH:11][C:10]2[C:5](=[CH:6][CH:7]=[CH:8][CH:9]=2)[NH:4][C@@H:3]1[CH2:12][C:13]([O:15][CH3:16])=[O:14].C([O-])([O-])=O.[Cs+].[Cs+].Br[CH2:24][C:25]1[CH:30]=[CH:29][CH:28]=[CH:27][CH:26]=1.C([O-])(O)=O.[Na+]. The catalyst is CN(C=O)C. The product is [CH2:24]([N:4]1[C:5]2[C:10](=[CH:9][CH:8]=[CH:7][CH:6]=2)[NH:11][C:2](=[O:1])[C@H:3]1[CH2:12][C:13]([O:15][CH3:16])=[O:14])[C:25]1[CH:30]=[CH:29][CH:28]=[CH:27][CH:26]=1. The yield is 0.310. (4) The reactants are [F:1][C:2]1[CH:3]=[C:4](I)[C:5]([NH2:8])=[N:6][CH:7]=1.C[Si]([C:14]#[CH:15])(C)C.C(N(CC)C(C)C)(C)C. The catalyst is [Cu]I.C1C=CC([P]([Pd]([P](C2C=CC=CC=2)(C2C=CC=CC=2)C2C=CC=CC=2)([P](C2C=CC=CC=2)(C2C=CC=CC=2)C2C=CC=CC=2)[P](C2C=CC=CC=2)(C2C=CC=CC=2)C2C=CC=CC=2)(C2C=CC=CC=2)C2C=CC=CC=2)=CC=1.CN1CCCC1=O. The product is [C:14]([C:4]1[C:5]([NH2:8])=[N:6][CH:7]=[C:2]([F:1])[CH:3]=1)#[CH:15]. The yield is 0.300.